This data is from Reaction yield outcomes from USPTO patents with 853,638 reactions. The task is: Predict the reaction yield, written as a fraction of the theoretical maximum amount of product (1.0 means a 100% yield; for example, 0.34 means a 34% yield). (1) The yield is 0.920. No catalyst specified. The reactants are C(OC([N:8]1[CH2:12][CH:11]([CH2:13][C:14]([OH:16])=[O:15])[CH2:10][C@@H:9]1[C@H:17]1[O:21]C(C)(C)[N:19]([C:24](=[O:26])[CH3:25])[C@H:18]1[CH2:27][C:28]1[CH:33]=[C:32]([F:34])[CH:31]=[C:30]([F:35])[CH:29]=1)=O)(C)(C)C.[ClH:36]. The product is [ClH:36].[C:24]([NH:19][C@@H:18]([CH2:27][C:28]1[CH:29]=[C:30]([F:35])[CH:31]=[C:32]([F:34])[CH:33]=1)[C@@H:17]([CH:9]1[NH:8][CH2:12][C@@H:11]([CH2:13][C:14]([OH:16])=[O:15])[CH2:10]1)[OH:21])(=[O:26])[CH3:25]. (2) The reactants are [CH3:1][S:2]([NH:5][NH2:6])(=[O:4])=[O:3].CCN(C(C)C)C(C)C.C[O:17][C:18](=O)[C:19]1[CH:24]=[C:23]([C:25]2[CH:26]=[N:27][N:28]([CH3:30])[CH:29]=2)[C:22]([C:31]([F:34])([F:33])[F:32])=[CH:21][C:20]=1[NH:35][C:36](OC1C=CC(Cl)=CC=1)=[O:37]. The catalyst is O1CCOCC1. The product is [CH3:30][N:28]1[CH:29]=[C:25]([C:23]2[CH:24]=[C:19]3[C:20](=[CH:21][C:22]=2[C:31]([F:32])([F:33])[F:34])[NH:35][C:36](=[O:37])[N:6]([NH:5][S:2]([CH3:1])(=[O:4])=[O:3])[C:18]3=[O:17])[CH:26]=[N:27]1. The yield is 0.420. (3) The reactants are [Br:1][C:2]1[C:3]([N:22]([CH2:27][C:28](=[O:30])[CH3:29])[S:23]([CH3:26])(=[O:25])=[O:24])=[CH:4][C:5]2[O:9][C:8]([C:10]3[CH:15]=[CH:14][C:13]([F:16])=[CH:12][CH:11]=3)=[C:7]([C:17]([NH:19][CH3:20])=[O:18])[C:6]=2[CH:21]=1.[CH3:31][Mg+].[Br-]. The catalyst is C1COCC1. The product is [Br:1][C:2]1[C:3]([N:22]([CH2:27][C:28]([OH:30])([CH3:31])[CH3:29])[S:23]([CH3:26])(=[O:24])=[O:25])=[CH:4][C:5]2[O:9][C:8]([C:10]3[CH:15]=[CH:14][C:13]([F:16])=[CH:12][CH:11]=3)=[C:7]([C:17]([NH:19][CH3:20])=[O:18])[C:6]=2[CH:21]=1. The yield is 0.910. (4) The reactants are [Cl:1][C:2]1[C:7]2[C:8](=[O:22])[O:9][C:10]([C:12]3[C:21]4[C:16](=[CH:17][CH:18]=[CH:19][CH:20]=4)[CH:15]=[CH:14][CH:13]=3)=[N:11][C:6]=2[CH:5]=[CH:4][CH:3]=1.[CH:23]1([CH2:27][NH2:28])[CH2:26][CH2:25][CH2:24]1. No catalyst specified. The product is [Cl:1][C:2]1[C:7]([C:8]([NH:28][CH2:27][CH:23]2[CH2:26][CH2:25][CH2:24]2)=[O:22])=[C:6]([NH:11][C:10]([C:12]2[C:21]3[C:16](=[CH:17][CH:18]=[CH:19][CH:20]=3)[CH:15]=[CH:14][CH:13]=2)=[O:9])[CH:5]=[CH:4][CH:3]=1. The yield is 0.930. (5) The reactants are [CH:1]([O:14][C:15]1[C:24]2[N:23]=[CH:22][CH:21]=[N:20][C:19]=2[C:18]([O:25][CH3:26])=[C:17]2[C:27](=[O:39])[N:28]([CH2:31][C:32]3[CH:37]=[CH:36][C:35]([F:38])=[CH:34][CH:33]=3)[C:29](=[O:30])[C:16]=12)([C:8]1[CH:13]=[CH:12][CH:11]=[CH:10][CH:9]=1)[C:2]1[CH:7]=[CH:6][CH:5]=[CH:4][CH:3]=1.CO.[BH4-].[Na+]. The catalyst is C(Cl)Cl. The product is [CH:1]([O:14][C:15]1[C:24]2[N:23]=[CH:22][CH:21]=[N:20][C:19]=2[C:18]([O:25][CH3:26])=[C:17]2[CH:27]([OH:39])[N:28]([CH2:31][C:32]3[CH:37]=[CH:36][C:35]([F:38])=[CH:34][CH:33]=3)[C:29](=[O:30])[C:16]=12)([C:8]1[CH:9]=[CH:10][CH:11]=[CH:12][CH:13]=1)[C:2]1[CH:7]=[CH:6][CH:5]=[CH:4][CH:3]=1. The yield is 0.340.